Dataset: Forward reaction prediction with 1.9M reactions from USPTO patents (1976-2016). Task: Predict the product of the given reaction. (1) Given the reactants [Br:1][C:2]1[CH:7]=[CH:6][CH:5]=[C:4]([CH2:8][CH:9]=C)[CH:3]=1.[C:11]([OH:15])(C)(C)C.[OH2:16], predict the reaction product. The product is: [Br:1][C:2]1[CH:3]=[C:4]([C@:8]([OH:16])([CH3:9])[CH2:11][OH:15])[CH:5]=[CH:6][CH:7]=1. (2) Given the reactants [O:1]=[C:2]1[C:6]2([CH2:11][CH2:10][N:9]([C:12]([O:14][C:15]([CH3:18])([CH3:17])[CH3:16])=[O:13])[CH2:8][CH2:7]2)[N:5]([C:19]2[CH:24]=[CH:23][CH:22]=[CH:21][CH:20]=2)[CH2:4][NH:3]1.C(=O)([O-])[O-].[K+].[K+].[CH2:31]([O:33][C:34](=[O:39])[CH2:35][CH2:36][CH2:37]Br)[CH3:32], predict the reaction product. The product is: [CH2:31]([O:33][C:34](=[O:39])[CH2:35][CH2:36][CH2:37][N:3]1[C:2](=[O:1])[C:6]2([CH2:7][CH2:8][N:9]([C:12]([O:14][C:15]([CH3:18])([CH3:17])[CH3:16])=[O:13])[CH2:10][CH2:11]2)[N:5]([C:19]2[CH:20]=[CH:21][CH:22]=[CH:23][CH:24]=2)[CH2:4]1)[CH3:32]. (3) The product is: [Br:28][CH2:2][C:1]([C:4]1[N:8]2[CH2:9][CH2:10][N:11]([CH3:14])[C:12](=[O:13])[C:7]2=[C:6]([O:15][CH2:16][C:17]2[CH:18]=[CH:19][CH:20]=[CH:21][CH:22]=2)[C:5]=1[C:23]([O:25][CH2:26][CH3:27])=[O:24])=[O:3]. Given the reactants [C:1]([C:4]1[N:8]2[CH2:9][CH2:10][N:11]([CH3:14])[C:12](=[O:13])[C:7]2=[C:6]([O:15][CH2:16][C:17]2[CH:22]=[CH:21][CH:20]=[CH:19][CH:18]=2)[C:5]=1[C:23]([O:25][CH2:26][CH3:27])=[O:24])(=[O:3])[CH3:2].[Br:28]Br.Br.C(=O)(O)[O-].[Na+], predict the reaction product. (4) Given the reactants [C:1]([N:5]1[C:14]2[C:9](=[CH:10][CH:11]=[C:12]([N:15]3[CH2:19][CH2:18][CH2:17][CH2:16]3)[N:13]=2)[C:8](=[O:20])[C:7]([C:21]([O:23][CH2:24][CH3:25])=[O:22])=[CH:6]1)([CH3:4])([CH3:3])[CH3:2].[Cl:26]N1C(C)(C)C(=O)N(Cl)C1=O, predict the reaction product. The product is: [C:1]([N:5]1[C:14]2[C:9](=[CH:10][C:11]([Cl:26])=[C:12]([N:15]3[CH2:19][CH2:18][CH2:17][CH2:16]3)[N:13]=2)[C:8](=[O:20])[C:7]([C:21]([O:23][CH2:24][CH3:25])=[O:22])=[CH:6]1)([CH3:4])([CH3:3])[CH3:2].